This data is from Catalyst prediction with 721,799 reactions and 888 catalyst types from USPTO. The task is: Predict which catalyst facilitates the given reaction. (1) Reactant: [C:1]([C:3]1[CH:4]=[C:5]([S:32]([N:35](CC2C=CC(OC)=CC=2OC)[C:36]2[S:40][N:39]=[CH:38][N:37]=2)(=[O:34])=[O:33])[CH:6]=[CH:7][C:8]=1[O:9][C:10]1[CH:15]=[CH:14][C:13]([C:16]2[CH:21]=[CH:20][CH:19]=[C:18]([C:22]([F:25])([F:24])[F:23])[CH:17]=2)=[CH:12][C:11]=1[C:26]1[CH:31]=[CH:30][N:29]=[N:28][CH:27]=1)#[N:2]. Product: [C:1]([C:3]1[CH:4]=[C:5]([S:32]([NH:35][C:36]2[S:40][N:39]=[CH:38][N:37]=2)(=[O:33])=[O:34])[CH:6]=[CH:7][C:8]=1[O:9][C:10]1[CH:15]=[CH:14][C:13]([C:16]2[CH:21]=[CH:20][CH:19]=[C:18]([C:22]([F:25])([F:23])[F:24])[CH:17]=2)=[CH:12][C:11]=1[C:26]1[CH:31]=[CH:30][N:29]=[N:28][CH:27]=1)#[N:2]. The catalyst class is: 89. (2) Reactant: [C:1]([O:5][C:6]([N:8]1[CH2:13][CH2:12][CH:11]([N:14](C(OCC2C=CC=CC=2)=O)[CH3:15])[CH2:10][CH2:9]1)=[O:7])([CH3:4])([CH3:3])[CH3:2]. Product: [C:1]([O:5][C:6]([N:8]1[CH2:9][CH2:10][CH:11]([NH:14][CH3:15])[CH2:12][CH2:13]1)=[O:7])([CH3:4])([CH3:3])[CH3:2]. The catalyst class is: 19. (3) Reactant: [Cl:1][C:2]1[CH:34]=[CH:33][C:5]([O:6][C:7]2[CH:12]=[CH:11][C:10]([N:13]3[CH:17]=[C:16]([C:18]4[CH:23]=[CH:22][C:21]([O:24][CH2:25][C@@H:26]5[CH2:28][O:27]5)=[CH:20][CH:19]=4)[N:15]=[C:14]3[CH2:29][O:30][CH2:31][CH3:32])=[CH:9][CH:8]=2)=[CH:4][CH:3]=1.[CH3:35][NH2:36]. Product: [Cl:1][C:2]1[CH:34]=[CH:33][C:5]([O:6][C:7]2[CH:12]=[CH:11][C:10]([N:13]3[CH:17]=[C:16]([C:18]4[CH:19]=[CH:20][C:21]([O:24][CH2:25][C@@H:26]([OH:27])[CH2:28][NH:36][CH3:35])=[CH:22][CH:23]=4)[N:15]=[C:14]3[CH2:29][O:30][CH2:31][CH3:32])=[CH:9][CH:8]=2)=[CH:4][CH:3]=1. The catalyst class is: 5. (4) Product: [Br:8][C:23]1[S:22][C:20]2[N:21]=[C:16]([C:14]3[O:15][C:11]([CH:10]([F:9])[F:26])=[CH:12][CH:13]=3)[N:17]=[C:18]([NH2:25])[C:19]=2[CH:24]=1. Reactant: C1C(=O)N([Br:8])C(=O)C1.[F:9][CH:10]([F:26])[C:11]1[O:15][C:14]([C:16]2[N:17]=[C:18]([NH2:25])[C:19]3[CH:24]=[CH:23][S:22][C:20]=3[N:21]=2)=[CH:13][CH:12]=1. The catalyst class is: 1. (5) Reactant: [NH2:1][CH2:2][CH:3]1[CH:9]([C:10]2[CH:15]=[CH:14][C:13]([Cl:16])=[C:12]([Cl:17])[CH:11]=2)[O:8][CH2:7][CH2:6][N:5]([C:18]([O:20][C:21]([CH3:24])([CH3:23])[CH3:22])=[O:19])[CH2:4]1.C(N(CC)CC)C.[C:32](Cl)(=[O:34])[CH3:33]. Product: [C:32]([NH:1][CH2:2][CH:3]1[CH:9]([C:10]2[CH:15]=[CH:14][C:13]([Cl:16])=[C:12]([Cl:17])[CH:11]=2)[O:8][CH2:7][CH2:6][N:5]([C:18]([O:20][C:21]([CH3:24])([CH3:23])[CH3:22])=[O:19])[CH2:4]1)(=[O:34])[CH3:33]. The catalyst class is: 1.